From a dataset of Full USPTO retrosynthesis dataset with 1.9M reactions from patents (1976-2016). Predict the reactants needed to synthesize the given product. The reactants are: Cl.[C:2]1([NH:8][CH2:9][C:10]([O:12][CH3:13])=[O:11])[CH:7]=[CH:6][CH:5]=[CH:4][CH:3]=1.[CH3:14][O:15][C:16]1[CH:23]=[CH:22][C:19]([CH2:20]Cl)=[CH:18][CH:17]=1.[H-].[Na+].C([O-])(O)=O.[Na+]. Given the product [CH3:14][O:15][C:16]1[CH:23]=[CH:22][C:19]([CH2:20][N:8]([CH2:9][C:10]([O:12][CH3:13])=[O:11])[C:2]2[CH:7]=[CH:6][CH:5]=[CH:4][CH:3]=2)=[CH:18][CH:17]=1, predict the reactants needed to synthesize it.